From a dataset of Reaction yield outcomes from USPTO patents with 853,638 reactions. Predict the reaction yield, written as a fraction of the theoretical maximum amount of product (1.0 means a 100% yield; for example, 0.34 means a 34% yield). (1) The reactants are [CH3:1][O:2][C:3]1[CH:8]=[CH:7][C:6]([CH2:9][CH2:10][C:11]([O:13][CH3:14])=[O:12])=[CH:5][CH:4]=1.[CH3:15][O:16]C(Cl)Cl.Cl. The catalyst is ClCCl.Cl[Ti](Cl)(Cl)Cl. The product is [CH:15]([C:8]1[CH:7]=[C:6]([CH2:9][CH2:10][C:11]([O:13][CH3:14])=[O:12])[CH:5]=[CH:4][C:3]=1[O:2][CH3:1])=[O:16]. The yield is 0.750. (2) The reactants are [Cl:1][C:2]1[CH:8]=[C:7]([O:9][C:10]2[C:19]3[C:14](=[CH:15][C:16]([O:22][CH3:23])=[C:17]([O:20][CH3:21])[CH:18]=3)[N:13]=[CH:12][N:11]=2)[CH:6]=[CH:5][C:3]=1[NH2:4].ClC(Cl)(O[C:28](=[O:34])OC(Cl)(Cl)Cl)Cl.[CH2:36]([NH:38][CH2:39][CH3:40])[CH3:37].CO. The catalyst is C(Cl)(Cl)Cl.C(N(CC)CC)C. The product is [Cl:1][C:2]1[CH:8]=[C:7]([O:9][C:10]2[C:19]3[C:14](=[CH:15][C:16]([O:22][CH3:23])=[C:17]([O:20][CH3:21])[CH:18]=3)[N:13]=[CH:12][N:11]=2)[CH:6]=[CH:5][C:3]=1[NH:4][C:28](=[O:34])[N:38]([CH2:39][CH3:40])[CH2:36][CH3:37]. The yield is 0.930.